Dataset: Reaction yield outcomes from USPTO patents with 853,638 reactions. Task: Predict the reaction yield, written as a fraction of the theoretical maximum amount of product (1.0 means a 100% yield; for example, 0.34 means a 34% yield). (1) The reactants are [N:1]1([C:7]([C:9]2[CH:14]=[CH:13][CH:12]=[CH:11][C:10]=2[C:15]([F:18])([F:17])[F:16])=[O:8])[CH2:6][CH2:5][NH:4][CH2:3][CH2:2]1.[ClH:19]. The catalyst is C(OCC)C. The product is [ClH:19].[N:1]1([C:7]([C:9]2[CH:14]=[CH:13][CH:12]=[CH:11][C:10]=2[C:15]([F:17])([F:16])[F:18])=[O:8])[CH2:6][CH2:5][NH:4][CH2:3][CH2:2]1. The yield is 0.910. (2) The reactants are [C:1]1([C:18]2[CH:23]=[CH:22][CH:21]=[CH:20][CH:19]=2)[CH:6]=[CH:5][CH:4]=[C:3]([NH:7][C:8]2[N:16]=[CH:15][C:14]([F:17])=[CH:13][C:9]=2[C:10](O)=[O:11])[CH:2]=1.[C:24]([N:31]1[CH:35]=[CH:34][N:33]=[CH:32]1)(N1C=CN=C1)=[O:25].N[C@@H:37]1CCN(C(OC(C)(C)C)=O)C1.[H-].[Na+]. The catalyst is CN(C=O)C.O. The product is [C:1]1([C:18]2[CH:19]=[CH:20][CH:21]=[CH:22][CH:23]=2)[CH:6]=[CH:5][CH:4]=[C:3]([N:7]2[C:8]3[N:16]=[CH:15][C:14]([F:17])=[CH:13][C:9]=3[C:10](=[O:11])[N:31]([C@@H:35]3[CH2:37][CH2:32][NH:33][CH2:34]3)[C:24]2=[O:25])[CH:2]=1. The yield is 0.0700.